This data is from Reaction yield outcomes from USPTO patents with 853,638 reactions. The task is: Predict the reaction yield, written as a fraction of the theoretical maximum amount of product (1.0 means a 100% yield; for example, 0.34 means a 34% yield). (1) The reactants are [CH3:1][C:2]1[C:16](=[O:17])[N:15]=[C:14]2[N:4]([C@@H:5]3[O:9][C@H:8]([CH2:10][OH:11])[C@@H:7]([OH:12])[C@@H:6]3[O:13]2)[CH:3]=1.[CH3:18][O:19][CH2:20][CH2:21][O:22]B([O:22][CH2:21][CH2:20][O:19][CH3:18])[O:22][CH2:21][CH2:20][O:19][CH3:18]. The catalyst is COCCO. The product is [CH3:18][O:19][CH2:20][CH2:21][O:22][C@@H:6]1[C@H:7]([OH:12])[C@@H:8]([CH2:10][OH:11])[O:9][C@H:5]1[N:4]1[CH:3]=[C:2]([CH3:1])[C:16](=[O:17])[NH:15][C:14]1=[O:13]. The yield is 0.630. (2) The reactants are [C:1]1([C:7]2[NH:11][CH:10]=[C:9]([CH:12]=O)[CH:8]=2)[CH:6]=[CH:5][CH:4]=[CH:3][CH:2]=1.[CH3:14][NH2:15].[BH4-].[Na+].[OH2:18].[CH3:19][OH:20]. The catalyst is [Cl-].[Na+].O. The product is [CH3:14][N:15]([CH2:12][C:9]1[CH:8]=[C:7]([C:1]2[CH:2]=[CH:3][CH:4]=[CH:5][CH:6]=2)[NH:11][CH:10]=1)[C:19](=[O:20])[O:18][C:1]([CH3:7])([CH3:6])[CH3:2]. The yield is 0.640. (3) The reactants are [H-].[Na+].[F:3][C:4]([F:8])([F:7])[CH2:5][OH:6].Cl[C:10]1[CH:15]=[C:14](Cl)[N:13]=[C:12]([NH:17][C:18](=[O:30])[NH:19][C:20]2[CH:25]=[CH:24][C:23]([C:26]([F:29])([F:28])[F:27])=[CH:22][CH:21]=2)[N:11]=1. The catalyst is C1COCC1. The product is [F:3][C:4]([F:8])([F:7])[CH2:5][O:6][C:10]1[CH:15]=[C:14]([O:6][CH2:5][C:4]([F:8])([F:7])[F:3])[N:13]=[C:12]([NH:17][C:18](=[O:30])[NH:19][C:20]2[CH:25]=[CH:24][C:23]([C:26]([F:29])([F:28])[F:27])=[CH:22][CH:21]=2)[N:11]=1. The yield is 0.680.